This data is from Reaction yield outcomes from USPTO patents with 853,638 reactions. The task is: Predict the reaction yield, written as a fraction of the theoretical maximum amount of product (1.0 means a 100% yield; for example, 0.34 means a 34% yield). (1) The reactants are C([O:5][C@H:6]1[CH2:10][N:9]([C:11](=[O:19])[CH2:12][C:13]2[O:17][N:16]=[C:15]([CH3:18])[CH:14]=2)[C@H:8]([C:20]([OH:22])=[O:21])[CH2:7]1)(C)(C)C.C(O)(C(F)(F)F)=O. The catalyst is C(Cl)Cl. The product is [OH:5][C@H:6]1[CH2:10][N:9]([C:11](=[O:19])[CH2:12][C:13]2[O:17][N:16]=[C:15]([CH3:18])[CH:14]=2)[C@H:8]([C:20]([OH:22])=[O:21])[CH2:7]1. The yield is 0.980. (2) The reactants are [NH2:1][C:2]1[C:3]([C:12]([OH:14])=O)=[CH:4][C:5]2[C:10]([CH:11]=1)=[CH:9][CH:8]=[CH:7][CH:6]=2.O=S(Cl)Cl.[Cl:19][C:20]1[CH:26]=[CH:25][CH:24]=[CH:23][C:21]=1[NH2:22].C(Cl)(Cl)Cl. The catalyst is C1C=CC=CC=1. The product is [Cl:19][C:20]1[CH:26]=[CH:25][CH:24]=[CH:23][C:21]=1[NH:22][C:12]([C:3]1[C:2]([NH2:1])=[CH:11][C:10]2[C:5](=[CH:6][CH:7]=[CH:8][CH:9]=2)[CH:4]=1)=[O:14]. The yield is 0.540. (3) The reactants are [CH2:1]([OH:6])[CH2:2][CH2:3][CH2:4][OH:5].[N+:7]([C:10]1[CH:18]=[CH:17][C:13]([C:14](Cl)=[O:15])=[CH:12][CH:11]=1)([O-:9])=[O:8].C(N(CC)CC)C. The catalyst is CCOC(C)=O.O. The product is [N+:7]([C:10]1[CH:11]=[CH:12][C:13]([C:14]([O:5][CH2:4][CH2:3][CH2:2][CH2:1][OH:6])=[O:15])=[CH:17][CH:18]=1)([O-:9])=[O:8]. The yield is 0.400. (4) The reactants are Br[C:2]1[N:3]=[CH:4][N:5]([C:7]2[CH:12]=[CH:11][C:10]([O:13][C:14]([F:17])([F:16])[F:15])=[CH:9][CH:8]=2)[CH:6]=1.[C:18]([C:21]1[CH:22]=[CH:23][C:24]([F:30])=[C:25](B(O)O)[CH:26]=1)(=[O:20])[CH3:19].C(=O)([O-])[O-].[K+].[K+]. The catalyst is C1C=CC([P]([Pd]([P](C2C=CC=CC=2)(C2C=CC=CC=2)C2C=CC=CC=2)([P](C2C=CC=CC=2)(C2C=CC=CC=2)C2C=CC=CC=2)[P](C2C=CC=CC=2)(C2C=CC=CC=2)C2C=CC=CC=2)(C2C=CC=CC=2)C2C=CC=CC=2)=CC=1.O1CCOCC1. The product is [F:30][C:24]1[CH:25]=[CH:26][C:21]([C:18](=[O:20])[CH3:19])=[CH:22][C:23]=1[C:2]1[N:3]=[CH:4][N:5]([C:7]2[CH:12]=[CH:11][C:10]([O:13][C:14]([F:17])([F:16])[F:15])=[CH:9][CH:8]=2)[CH:6]=1. The yield is 0.880.